Dataset: Forward reaction prediction with 1.9M reactions from USPTO patents (1976-2016). Task: Predict the product of the given reaction. (1) Given the reactants [OH:1][C@H:2]1[CH2:6][NH:5][C@@H:4]([C:7]([OH:9])=[O:8])[CH2:3]1.[F:10][C:11]([F:21])([F:20])[C:12]1[CH:13]=[C:14]([CH:17]=[CH:18][CH:19]=1)[CH2:15]Br.C([O-])([O-])=O.[Na+].[Na+], predict the reaction product. The product is: [OH:1][CH:2]1[CH2:6][N:5]([CH2:15][C:14]2[CH:17]=[CH:18][CH:19]=[C:12]([C:11]([F:21])([F:20])[F:10])[CH:13]=2)[CH:4]([C:7]([O:9][CH2:15][C:14]2[CH:17]=[CH:18][CH:19]=[C:12]([C:11]([F:10])([F:20])[F:21])[CH:13]=2)=[O:8])[CH2:3]1. (2) Given the reactants B(Br)(Br)Br.C[O:6][C:7]1[CH:8]=[C:9]([C:13]2([CH2:21][CH2:22][CH3:23])[O:18][CH2:17][CH2:16][N:15]([CH3:19])[C:14]2=[O:20])[CH:10]=[CH:11][CH:12]=1, predict the reaction product. The product is: [OH:6][C:7]1[CH:8]=[C:9]([C:13]2([CH2:21][CH2:22][CH3:23])[O:18][CH2:17][CH2:16][N:15]([CH3:19])[C:14]2=[O:20])[CH:10]=[CH:11][CH:12]=1. (3) Given the reactants C1(N=C=NC2CCCCC2)CCCCC1.[C:16]1([S:22]([CH2:25][C:26]2[C:31]([C:32]([OH:34])=[O:33])=[C:30]([OH:35])[C:29]([C:36]3[CH:40]=[CH:39][O:38][CH:37]=3)=[CH:28][CH:27]=2)(=[O:24])=[O:23])[CH:21]=[CH:20][CH:19]=[CH:18][CH:17]=1.[C:41](O)([CH3:44])([CH3:43])[CH3:42], predict the reaction product. The product is: [C:16]1([S:22]([CH2:25][C:26]2[C:31]([C:32]([O:34][C:41]([CH3:44])([CH3:43])[CH3:42])=[O:33])=[C:30]([OH:35])[C:29]([C:36]3[CH:40]=[CH:39][O:38][CH:37]=3)=[CH:28][CH:27]=2)(=[O:24])=[O:23])[CH:17]=[CH:18][CH:19]=[CH:20][CH:21]=1. (4) Given the reactants C(=O)(OC(C)(C)C)N.[CH3:9][O:10][C:11]([C:13]1[CH:18]=[CH:17][C:16]([C:19]2([NH:22][C:23]([CH:25]3[CH2:31][CH:30]4[CH:28]([CH2:29]4)[CH2:27][N:26]3C(OC(C)(C)C)=O)=[O:24])[CH2:21][CH2:20]2)=[CH:15][CH:14]=1)=[O:12], predict the reaction product. The product is: [CH:28]12[CH2:29][CH:30]1[CH2:31][CH:25]([C:23]([NH:22][C:19]1([C:16]3[CH:15]=[CH:14][C:13]([C:11]([O:10][CH3:9])=[O:12])=[CH:18][CH:17]=3)[CH2:20][CH2:21]1)=[O:24])[NH:26][CH2:27]2. (5) Given the reactants [CH2:1]([O:3][C:4]([C@@H:6]1[C@@H:8]([C:9](=[O:24])[NH:10][C@@H:11]([CH2:18][C:19]2[N:20]=[CH:21][S:22][CH:23]=2)[C:12](=[O:17])[NH:13][CH2:14][C:15]#[CH:16])[O:7]1)=[O:5])[CH3:2].[N:25]([C:28]1C(F)=CC=[CH:30][C:29]=1F)=[N+:26]=[N-:27].CCCC[Sn](OC(C)=O)(CCCC)CCCC.[CH3:53][C:54](O)([CH3:56])[CH3:55].[CH3:58][CH2:59]O.O, predict the reaction product. The product is: [CH2:1]([O:3][C:4]([C@@H:6]1[C@@H:8]([C:9](=[O:24])[NH:10][C@@H:11]([CH2:18][C:19]2[N:20]=[CH:21][S:22][CH:23]=2)[C:12]([NH:13][CH2:14][C:15]2[N:27]=[N:26][N:25]([C:28]3[C:29]([CH3:30])=[CH:55][C:54]([CH3:56])=[CH:53][C:59]=3[CH3:58])[CH:16]=2)=[O:17])[O:7]1)=[O:5])[CH3:2]. (6) Given the reactants [CH:1]1[C:13]2[CH:12]([CH2:14][O:15][C:16]([NH:18][C@@H:19]([CH:23]([CH3:25])[CH3:24])[C:20]([OH:22])=O)=[O:17])[C:11]3[C:6](=[CH:7][CH:8]=[CH:9][CH:10]=3)[C:5]=2[CH:4]=[CH:3][CH:2]=1.C(Cl)(=O)C(Cl)=O.[NH2:32][C:33]1[CH:40]=[CH:39][C:36]([C:37]#[N:38])=[CH:35][C:34]=1[F:41].N1C=CC=CC=1, predict the reaction product. The product is: [CH:10]1[C:11]2[CH:12]([CH2:14][O:15][C:16](=[O:17])[NH:18][C@H:19]([C:20](=[O:22])[NH:32][C:33]3[CH:40]=[CH:39][C:36]([C:37]#[N:38])=[CH:35][C:34]=3[F:41])[CH:23]([CH3:24])[CH3:25])[C:13]3[C:5](=[CH:4][CH:3]=[CH:2][CH:1]=3)[C:6]=2[CH:7]=[CH:8][CH:9]=1. (7) Given the reactants [CH2:1]([CH:3]([C:6]1[C:7]2[N:8]([C:13]([C:17]3[S:21][C:20]([C:22](O)=[O:23])=[CH:19][C:18]=3[CH3:25])=[C:14]([CH3:16])[N:15]=2)[N:9]=[C:10]([CH3:12])[CH:11]=1)[CH2:4][CH3:5])[CH3:2].[CH3:26][NH:27][CH3:28], predict the reaction product. The product is: [CH3:26][N:27]([CH3:28])[C:22]([C:20]1[S:21][C:17]([C:13]2[N:8]3[N:9]=[C:10]([CH3:12])[CH:11]=[C:6]([CH:3]([CH2:4][CH3:5])[CH2:1][CH3:2])[C:7]3=[N:15][C:14]=2[CH3:16])=[C:18]([CH3:25])[CH:19]=1)=[O:23].